Predict the reactants needed to synthesize the given product. From a dataset of Full USPTO retrosynthesis dataset with 1.9M reactions from patents (1976-2016). (1) Given the product [CH3:34][N:35]1[C:39]([C:40]2[CH:45]=[C:44]([N+:46]([O-:48])=[O:47])[CH:43]=[CH:42][C:41]=2[O:49][CH2:57][CH2:56][N:50]2[CH2:55][CH2:54][O:53][CH2:52][CH2:51]2)=[CH:38][CH:37]=[N:36]1, predict the reactants needed to synthesize it. The reactants are: C1(P(C2C=CC=CC=2)C2C=CC=CC=2)C=CC=CC=1.CC(OC(/N=N/C(OC(C)C)=O)=O)C.[CH3:34][N:35]1[C:39]([C:40]2[CH:45]=[C:44]([N+:46]([O-:48])=[O:47])[CH:43]=[CH:42][C:41]=2[OH:49])=[CH:38][CH:37]=[N:36]1.[N:50]1([CH2:56][CH2:57]O)[CH2:55][CH2:54][O:53][CH2:52][CH2:51]1. (2) Given the product [CH3:1][C:2]1[C:7]([CH:8]([S:18]([C:21]2[CH:26]=[CH:25][CH:24]=[CH:23][CH:22]=2)(=[O:19])=[O:20])[C:9]2[C:14]([F:15])=[CH:13][CH:12]=[C:11]([F:16])[C:10]=2[F:17])=[CH:6][N:5]=[C:4]([C:27]([NH2:37])=[O:28])[CH:3]=1, predict the reactants needed to synthesize it. The reactants are: [CH3:1][C:2]1[C:7]([CH:8]([S:18]([C:21]2[CH:26]=[CH:25][CH:24]=[CH:23][CH:22]=2)(=[O:20])=[O:19])[C:9]2[C:14]([F:15])=[CH:13][CH:12]=[C:11]([F:16])[C:10]=2[F:17])=[CH:6][N:5]=[C:4]([C:27](O)=[O:28])[CH:3]=1.F[P-](F)(F)(F)(F)F.[N:37]1(O[P+](N2CCCC2)(N2CCCC2)N2CCCC2)C2C=CC=CC=2N=N1.N1(O)C2C=CC=CC=2N=N1.[Cl-].[NH4+].C(N(C(C)C)C(C)C)C. (3) Given the product [CH3:1][O:2][C:3]1[CH:8]=[CH:7][C:6]([S:9]([N:12]2[C:20]3[C:15](=[CH:16][CH:17]=[CH:18][CH:19]=3)[C:14]([C:21]#[N:22])=[CH:13]2)(=[O:10])=[O:11])=[CH:5][C:4]=1[N:23]1[CH2:28][CH2:27][NH:26][CH2:25][CH2:24]1, predict the reactants needed to synthesize it. The reactants are: [CH3:1][O:2][C:3]1[CH:8]=[CH:7][C:6]([S:9]([N:12]2[C:20]3[C:15](=[CH:16][CH:17]=[CH:18][CH:19]=3)[C:14]([C:21]#[N:22])=[CH:13]2)(=[O:11])=[O:10])=[CH:5][C:4]=1[N:23]1[CH2:28][CH2:27][N:26](C(=O)C(Cl)(Cl)Cl)[CH2:25][CH2:24]1.[OH-].[K+].ClCCl. (4) Given the product [NH2:69][C@H:24]([CH2:23][CH2:22][C@@H:21]([S:77][S:78][CH3:79])[CH2:20][NH:19][C:17]([O:16][CH2:15][C:14]1[CH:13]=[CH:12][C:11]([N:8]=[N+:9]=[N-:10])=[CH:81][CH:80]=1)=[O:18])[C:25]([O:27][C@H:28]1[C@@H:32]([OH:33])[C@@H:31]([N:34]2[CH:42]=[N:41][C:40]3[C:35]2=[N:36][CH:37]=[N:38][C:39]=3[NH2:43])[O:30][C@H:29]1[CH2:44][O:45][P:46]([O:49][C@H:50]1[CH2:54][C@H:53]([N:55]2[CH:60]=[CH:59][C:58]([NH2:61])=[N:57][C:56]2=[O:62])[O:52][C@@H:51]1[CH2:63][O:64][P:65]([OH:68])([OH:67])=[O:66])([OH:48])=[O:47])=[O:26].[NH2:69][C@H:24]([CH2:23][CH2:22][C@@H:21]([S:77][S:78][CH3:79])[CH2:20][NH2:19])[C:25]([O:27][C@H:28]1[C@@H:32]([OH:33])[C@@H:31]([N:34]2[CH:42]=[N:41][C:40]3[C:35]2=[N:36][CH:37]=[N:38][C:39]=3[NH2:43])[O:30][C@H:29]1[CH2:44][O:45][P:46]([O:49][C@H:50]1[CH2:54][C@H:53]([N:55]2[CH:60]=[CH:59][C:58]([NH2:61])=[N:57][C:56]2=[O:62])[O:52][C@@H:51]1[CH2:63][O:64][P:65]([OH:67])([OH:68])=[O:66])([OH:48])=[O:47])=[O:26], predict the reactants needed to synthesize it. The reactants are: FC(F)(F)C(O)=O.[N:8]([C:11]1[CH:81]=[CH:80][C:14]([CH2:15][O:16][C:17]([NH:19][CH2:20][C@H:21]([S:77][S:78][CH3:79])[CH2:22][CH2:23][C@@H:24]([NH:69]C(OC(C)(C)C)=O)[C:25]([O:27][C@H:28]2[C@@H:32]([OH:33])[C@@H:31]([N:34]3[CH:42]=[N:41][C:40]4[C:35]3=[N:36][CH:37]=[N:38][C:39]=4[NH2:43])[O:30][C@H:29]2[CH2:44][O:45][P:46]([O:49][C@H:50]2[CH2:54][C@H:53]([N:55]3[CH:60]=[CH:59][C:58]([NH2:61])=[N:57][C:56]3=[O:62])[O:52][C@@H:51]2[CH2:63][O:64][P:65]([OH:68])([OH:67])=[O:66])([OH:48])=[O:47])=[O:26])=[O:18])=[CH:13][CH:12]=1)=[N+:9]=[N-:10]. (5) Given the product [CH:25]1([NH:31][C:9]2[CH:21]=[CH:20][C:12]([CH2:13][N:14]3[CH2:19][CH2:18][CH2:17][CH2:16][CH2:15]3)=[CH:11][C:10]=2[N+:22]([O-:24])=[O:23])[CH2:30][CH2:29][CH2:28][CH2:27][CH2:26]1, predict the reactants needed to synthesize it. The reactants are: OC(C(F)(F)F)=O.F[C:9]1[CH:21]=[CH:20][C:12]([CH2:13][N:14]2[CH2:19][CH2:18][CH2:17][CH2:16][CH2:15]2)=[CH:11][C:10]=1[N+:22]([O-:24])=[O:23].[CH:25]1([NH2:31])[CH2:30][CH2:29][CH2:28][CH2:27][CH2:26]1.C(N(CC)C(C)C)(C)C.CN(C)C=O.